Dataset: Retrosynthesis with 50K atom-mapped reactions and 10 reaction types from USPTO. Task: Predict the reactants needed to synthesize the given product. (1) Given the product CN(CCCN1CCOCC1)c1cccc(Br)n1, predict the reactants needed to synthesize it. The reactants are: Brc1cccc(NCCCN2CCOCC2)n1.CI. (2) Given the product Cc1ccc(S(=O)(=O)N2CCCC2c2ccccc2)cc1, predict the reactants needed to synthesize it. The reactants are: Cc1ccc(S(=O)(=O)Cl)cc1.c1ccc(C2CCCN2)cc1.